From a dataset of Forward reaction prediction with 1.9M reactions from USPTO patents (1976-2016). Predict the product of the given reaction. Given the reactants [NH2:1][C:2](=[O:21])[CH2:3][NH:4]/[C:5](/[C:12]1[CH:17]=[C:16]([Cl:18])[CH:15]=[CH:14][C:13]=1[O:19][CH3:20])=[CH:6]\[C:7]([O:9]CC)=O.C(OCCCC)(=O)C.C[Si]([N:34]=[C:35]=[S:36])(C)C.[OH-].[Na+], predict the reaction product. The product is: [Cl:18][C:16]1[CH:15]=[CH:14][C:13]([O:19][CH3:20])=[C:12]([C:5]2[N:4]([CH2:3][C:2]([NH2:1])=[O:21])[C:35](=[S:36])[NH:34][C:7](=[O:9])[CH:6]=2)[CH:17]=1.